The task is: Predict which catalyst facilitates the given reaction.. This data is from Catalyst prediction with 721,799 reactions and 888 catalyst types from USPTO. (1) Reactant: FC(F)(F)C(O)=O.[F:8][C:9]1[CH:27]=[C:26]([S:28]([CH3:31])(=[O:30])=[O:29])[C:25]([F:32])=[CH:24][C:10]=1[CH2:11][N:12]1[CH2:16][CH2:15][N:14]([CH:17]2[CH2:22][CH2:21][NH:20][CH2:19][CH2:18]2)[C:13]1=[O:23].C(N(C(C)C)C(C)C)C.Cl[C:43]1[S:47][N:46]=[C:45]([C:48]([F:51])([F:50])[F:49])[N:44]=1. Product: [F:8][C:9]1[CH:27]=[C:26]([S:28]([CH3:31])(=[O:30])=[O:29])[C:25]([F:32])=[CH:24][C:10]=1[CH2:11][N:12]1[CH2:16][CH2:15][N:14]([CH:17]2[CH2:22][CH2:21][N:20]([C:43]3[S:47][N:46]=[C:45]([C:48]([F:51])([F:50])[F:49])[N:44]=3)[CH2:19][CH2:18]2)[C:13]1=[O:23]. The catalyst class is: 31. (2) Reactant: [CH3:1][O:2][C:3]1[CH:8]=[C:7]([NH2:9])[CH:6]=[CH:5][N:4]=1.[N+:10]([C:13]1[CH:18]=[CH:17][C:16]([S:19](Cl)(=[O:21])=[O:20])=[CH:15][CH:14]=1)([O-:12])=[O:11]. Product: [CH3:1][O:2][C:3]1[CH:8]=[C:7]([NH:9][S:19]([C:16]2[CH:15]=[CH:14][C:13]([N+:10]([O-:12])=[O:11])=[CH:18][CH:17]=2)(=[O:20])=[O:21])[CH:6]=[CH:5][N:4]=1. The catalyst class is: 17. (3) Reactant: [Cl:1][C:2]1[CH:28]=[CH:27][CH:26]=[C:25]([Cl:29])[C:3]=1[C:4]([NH:6][C@H:7]([C:21]([O:23]C)=[O:22])[CH2:8][C:9]1[CH:14]=[CH:13][C:12]([CH:15]2[CH2:20][CH2:19][NH:18][CH2:17][CH2:16]2)=[CH:11][CH:10]=1)=[O:5].[CH2:30]([S:34](Cl)(=[O:36])=[O:35])[CH2:31][CH2:32][CH3:33]. Product: [CH2:30]([S:34]([N:18]1[CH2:17][CH2:16][CH:15]([C:12]2[CH:11]=[CH:10][C:9]([CH2:8][C@@H:7]([C:21]([OH:23])=[O:22])[NH:6][C:4](=[O:5])[C:3]3[C:2]([Cl:1])=[CH:28][CH:27]=[CH:26][C:25]=3[Cl:29])=[CH:14][CH:13]=2)[CH2:20][CH2:19]1)(=[O:36])=[O:35])[CH2:31][CH2:32][CH3:33]. The catalyst class is: 17. (4) Reactant: Cl.[P:2]([OH:36])([OH:35])([O:4][CH2:5][C:6]1[CH:15]=[CH:14][CH:13]=[C:12]2[C:7]=1[CH:8]=[CH:9][C:10]([NH:16][C:17]([C:19]1[S:23][C:22]3[C:24]([C:31](=[O:33])[CH3:32])=[CH:25][CH:26]=[C:27]([CH2:28][O:29][CH3:30])[C:21]=3[C:20]=1[CH3:34])=[O:18])=[N:11]2)=[O:3].[OH-].[Na+:38]. Product: [Na+:38].[Na+:38].[P:2]([O-:36])([O-:35])([O:4][CH2:5][C:6]1[CH:15]=[CH:14][CH:13]=[C:12]2[C:7]=1[CH:8]=[CH:9][C:10]([NH:16][C:17]([C:19]1[S:23][C:22]3[C:24]([C:31](=[O:33])[CH3:32])=[CH:25][CH:26]=[C:27]([CH2:28][O:29][CH3:30])[C:21]=3[C:20]=1[CH3:34])=[O:18])=[N:11]2)=[O:3]. The catalyst class is: 8. (5) Reactant: [CH:1]1[N:5]([C@@H:6]2[O:10][C@H:9]([CH2:11]O)[C@@H:8]([OH:13])[C@H:7]2[OH:14])[C:4]([NH2:15])=[C:3]([C:16]([NH2:18])=[O:17])[N:2]=1.C1(P(C2C=CC=CC=2)C2C=CC=CC=2)C=CC=CC=1.C(Cl)(Cl)(Cl)[Cl:39].C1(P(=O)(C2C=CC=CC=2)C2C=CC=CC=2)C=CC=CC=1. Product: [NH2:15][C:4]1[N:5]([C@@H:6]2[O:10][C@H:9]([CH2:11][Cl:39])[C@@H:8]([OH:13])[C@H:7]2[OH:14])[CH:1]=[N:2][C:3]=1[C:16]([NH2:18])=[O:17]. The catalyst class is: 405. (6) Reactant: [CH3:1][P:2](=[O:7])([O:5][CH3:6])[O:3][CH3:4].[Li]CCCC.C([O:15][C:16](=O)[CH2:17][CH2:18][C:19]1[CH:28]=[CH:27][C:26]2[CH2:25][CH2:24][CH2:23][NH:22][C:21]=2[N:20]=1)C. Product: [CH3:4][O:3][P:2]([CH2:1][C:16](=[O:15])[CH2:17][CH2:18][C:19]1[CH:28]=[CH:27][C:26]2[CH2:25][CH2:24][CH2:23][NH:22][C:21]=2[N:20]=1)(=[O:7])[O:5][CH3:6]. The catalyst class is: 1. (7) Reactant: [CH3:1][C:2]1[C:6]([C:7]2[CH:8]=[C:9]([C:19]([C:21]3[CH:26]=[CH:25][CH:24]=[CH:23][N:22]=3)=[O:20])[C:10]3[N:14]=[C:13]([O:15][CH2:16][CH3:17])[NH:12][C:11]=3[CH:18]=2)=[C:5]([CH3:27])[O:4][N:3]=1.[CH:28]1([Mg]Br)[CH2:30][CH2:29]1. Product: [CH:28]1([C:19]([C:9]2[C:10]3[N:14]=[C:13]([O:15][CH2:16][CH3:17])[NH:12][C:11]=3[CH:18]=[C:7]([C:6]3[C:2]([CH3:1])=[N:3][O:4][C:5]=3[CH3:27])[CH:8]=2)([C:21]2[CH:26]=[CH:25][CH:24]=[CH:23][N:22]=2)[OH:20])[CH2:30][CH2:29]1. The catalyst class is: 1. (8) Reactant: F[C:2]1[C:7]([N+:8]([O-:10])=[O:9])=[CH:6][CH:5]=[CH:4][N:3]=1.[F:11][C:12]1[CH:19]=[CH:18][C:15]([CH2:16][NH2:17])=[CH:14][CH:13]=1.C(N(C(C)C)CC)(C)C. Product: [F:11][C:12]1[CH:19]=[CH:18][C:15]([CH2:16][NH:17][C:2]2[C:7]([N+:8]([O-:10])=[O:9])=[CH:6][CH:5]=[CH:4][N:3]=2)=[CH:14][CH:13]=1. The catalyst class is: 10. (9) Reactant: C([Li])CCC.CC1(C)CCCC(C)(C)N1.[Br:16][C:17]1[CH:24]=[CH:23][C:22]([F:25])=[CH:21][C:18]=1[CH2:19][OH:20].[Li]N1C(C)(C)CCCC1(C)C.[I:37]I.[H-].[Na+].[CH3:41][O:42][C:43]1[CH:50]=[CH:49][C:46]([CH2:47]Cl)=[CH:45][CH:44]=1. Product: [Br:16][C:17]1[CH:24]=[C:23]([I:37])[C:22]([F:25])=[CH:21][C:18]=1[CH2:19][O:20][CH2:47][C:46]1[CH:49]=[CH:50][C:43]([O:42][CH3:41])=[CH:44][CH:45]=1.[Br:16][C:17]1[CH:24]=[CH:23][C:22]([F:25])=[CH:21][C:18]=1[CH2:19][O:20][CH2:47][C:46]1[CH:49]=[CH:50][C:43]([O:42][CH3:41])=[CH:44][CH:45]=1. The catalyst class is: 1. (10) Reactant: [CH2:1]([O:3][C:4](=[O:16])[C:5]1[C:10]([OH:11])=[CH:9][N:8]=[C:7]([C:12]([CH3:15])([CH3:14])[CH3:13])[CH:6]=1)[CH3:2].[Br:17]N1C(=O)CCC1=O.C([O-])(O)=O.[Na+]. Product: [CH2:1]([O:3][C:4](=[O:16])[C:5]1[CH:6]=[C:7]([C:12]([CH3:15])([CH3:14])[CH3:13])[N:8]=[C:9]([Br:17])[C:10]=1[OH:11])[CH3:2]. The catalyst class is: 3.